Dataset: Peptide-MHC class II binding affinity with 134,281 pairs from IEDB. Task: Regression. Given a peptide amino acid sequence and an MHC pseudo amino acid sequence, predict their binding affinity value. This is MHC class II binding data. (1) The peptide sequence is KTMAVCTNAKVTAKG. The MHC is HLA-DPA10201-DPB11401 with pseudo-sequence HLA-DPA10201-DPB11401. The binding affinity (normalized) is 0.393. (2) The peptide sequence is TEKGMKNVFDDVVPE. The MHC is HLA-DPA10301-DPB10402 with pseudo-sequence HLA-DPA10301-DPB10402. The binding affinity (normalized) is 0.165. (3) The MHC is DRB5_0101 with pseudo-sequence DRB5_0101. The peptide sequence is SILKWHLHKVVEVPI. The binding affinity (normalized) is 0.508. (4) The peptide sequence is YLKFLANVSTVLTGK. The MHC is DRB1_1101 with pseudo-sequence DRB1_1101. The binding affinity (normalized) is 0.703. (5) The peptide sequence is AAATATATAAVGAAT. The MHC is DRB4_0101 with pseudo-sequence DRB4_0103. The binding affinity (normalized) is 0. (6) The peptide sequence is LSADQISTVQASFDKVK. The MHC is DRB1_1201 with pseudo-sequence DRB1_1201. The binding affinity (normalized) is 0.582.